This data is from Catalyst prediction with 721,799 reactions and 888 catalyst types from USPTO. The task is: Predict which catalyst facilitates the given reaction. (1) The catalyst class is: 26. Reactant: [CH3:1][C:2]1[C:3]([N:9]2[CH2:14][CH2:13][N:12]([C:15]([C:17]3[CH:22]=[CH:21][C:20]([N:23]4[CH:27]([CH3:28])[C:26](=[O:29])[N:25](CC5C=CC(OC)=CC=5)[C:24]4=[O:39])=[CH:19][CH:18]=3)=[O:16])[CH2:11][CH2:10]2)=[N:4][CH:5]=[C:6]([CH3:8])[CH:7]=1.FC(F)(F)S(O)(=O)=O.C(=O)([O-])O.[Na+]. Product: [CH3:1][C:2]1[C:3]([N:9]2[CH2:10][CH2:11][N:12]([C:15]([C:17]3[CH:22]=[CH:21][C:20]([N:23]4[CH:27]([CH3:28])[C:26](=[O:29])[NH:25][C:24]4=[O:39])=[CH:19][CH:18]=3)=[O:16])[CH2:13][CH2:14]2)=[N:4][CH:5]=[C:6]([CH3:8])[CH:7]=1. (2) Reactant: C([NH:8][CH:9]([CH2:12][OH:13])[CH2:10][OH:11])(OC(C)(C)C)=O.[OH:14][C:15]([CH:17]([C:19]1[CH:32]=[CH:31][CH:30]=[C:21]([C:22]([C:24]2[CH:29]=[CH:28][CH:27]=[CH:26][CH:25]=2)=[O:23])[CH:20]=1)[CH3:18])=[O:16].[ClH:33].C(OCC)(=O)C.C(OCC)C.CCCCCC. Product: [NH2:8][CH:9]([CH2:12][OH:13])[CH2:10][OH:11].[ClH:33].[OH:16][C:15]([CH:17]([C:19]1[CH:32]=[CH:31][CH:30]=[C:21]([C:22]([C:24]2[CH:25]=[CH:26][CH:27]=[CH:28][CH:29]=2)=[O:23])[CH:20]=1)[CH3:18])=[O:14]. The catalyst class is: 4. (3) Reactant: [NH2:1][C:2]1[N:10]=[C:9]2[C:5]([N:6]([CH3:23])[C:7](=[O:22])[N:8]2[CH2:11][C:12]2[CH:17]=[CH:16][C:15]([O:18][CH3:19])=[C:14]([O:20][CH3:21])[CH:13]=2)=[C:4](Cl)[N:3]=1.O.[NH2:26][NH2:27]. Product: [NH2:1][C:2]1[N:10]=[C:9]2[C:5]([N:6]([CH3:23])[C:7](=[O:22])[N:8]2[CH2:11][C:12]2[CH:17]=[CH:16][C:15]([O:18][CH3:19])=[C:14]([O:20][CH3:21])[CH:13]=2)=[C:4]([NH:26][NH2:27])[N:3]=1. The catalyst class is: 8. (4) Reactant: C([N:14]1[CH2:19][CH2:18][C:17]([C:22]2[CH:27]=[CH:26][CH:25]=[C:24]([O:28][CH3:29])[CH:23]=2)([C:20]#[N:21])[CH2:16][CH2:15]1)(C1C=CC=CC=1)C1C=CC=CC=1.C(O)(=O)C. Product: [CH3:29][O:28][C:24]1[CH:23]=[C:22]([C:17]2([C:20]#[N:21])[CH2:18][CH2:19][NH:14][CH2:15][CH2:16]2)[CH:27]=[CH:26][CH:25]=1. The catalyst class is: 293. (5) Reactant: [Cl:1][C:2]1[C:7]([Cl:8])=[C:6]([NH2:9])[C:5]([Cl:10])=[CH:4][N:3]=1.Cl[C:12]1[C:21]2[C:16](=[C:17]([O:24][CH:25]3[CH2:29][CH2:28][CH2:27][CH2:26]3)[C:18]([O:22][CH3:23])=[CH:19][CH:20]=2)[N:15]=[CH:14][CH:13]=1. Product: [CH:25]1([O:24][C:17]2[C:18]([O:22][CH3:23])=[CH:19][CH:20]=[C:21]3[C:16]=2[N:15]=[CH:14][CH:13]=[C:12]3[NH:9][C:6]2[C:5]([Cl:10])=[CH:4][N:3]=[C:2]([Cl:1])[C:7]=2[Cl:8])[CH2:26][CH2:27][CH2:28][CH2:29]1. The catalyst class is: 16. (6) Reactant: [Cl:1][C:2]1[CH:11]=[CH:10][C:9]2[C:4](=[CH:5][CH:6]=[CH:7][C:8]=2[N+:12]([O-])=O)[N:3]=1. Product: [Cl:1][C:2]1[CH:11]=[CH:10][C:9]2[C:4](=[CH:5][CH:6]=[CH:7][C:8]=2[NH2:12])[N:3]=1. The catalyst class is: 770.